Task: Predict the product of the given reaction.. Dataset: Forward reaction prediction with 1.9M reactions from USPTO patents (1976-2016) (1) Given the reactants Cl[C:2]1[N:6]([CH2:7][C:8]2[CH:13]=[CH:12][C:11]([O:14][CH3:15])=[CH:10][CH:9]=2)[N:5]=[CH:4][C:3]=1[N+:16]([O-:18])=[O:17].[F-].[K+].[CH3:21][C@@H:22]1[NH:27][CH2:26][CH2:25][N:24]([C:28]([O:30][C:31]([CH3:34])([CH3:33])[CH3:32])=[O:29])[CH2:23]1, predict the reaction product. The product is: [CH3:15][O:14][C:11]1[CH:12]=[CH:13][C:8]([CH2:7][N:6]2[C:2]([N:27]3[CH2:26][CH2:25][N:24]([C:28]([O:30][C:31]([CH3:34])([CH3:33])[CH3:32])=[O:29])[CH2:23][C@@H:22]3[CH3:21])=[C:3]([N+:16]([O-:18])=[O:17])[CH:4]=[N:5]2)=[CH:9][CH:10]=1. (2) Given the reactants I[CH2:2][CH2:3][O:4][CH2:5][CH2:6]I.C(N(C(C)C)CC)(C)C.[NH2:17][C@H:18]1[CH2:22][O:21][CH2:20][C@H:19]1[NH:23][C:24]1[CH:25]=[C:26]2[C:35](=[CH:36][CH:37]=1)[S:34][C:33]1[C:32]([C:38]3[NH:43][C:42](=[O:44])[CH:41]=[C:40]([N:45]4[CH2:50][CH2:49][O:48][CH2:47][CH2:46]4)[CH:39]=3)=[CH:31][CH:30]=[CH:29][C:28]=1[S:27]2.O, predict the reaction product. The product is: [O:48]1[CH2:49][CH2:50][N:45]([C:40]2[CH:39]=[C:38]([C:32]3[C:33]4[S:34][C:35]5[C:26](=[CH:25][C:24]([NH:23][C@H:19]6[C@@H:18]([N:17]7[CH2:6][CH2:5][O:4][CH2:3][CH2:2]7)[CH2:22][O:21][CH2:20]6)=[CH:37][CH:36]=5)[S:27][C:28]=4[CH:29]=[CH:30][CH:31]=3)[NH:43][C:42](=[O:44])[CH:41]=2)[CH2:46][CH2:47]1. (3) Given the reactants [Br:1][C:2]1[C:3]([OH:13])=[C:4]([O:11][CH3:12])[C:5]([Cl:10])=[C:6]([CH:9]=1)[CH:7]=[O:8].[CH3:14]OS(OC)(=O)=O, predict the reaction product. The product is: [Br:1][C:2]1[C:3]([O:13][CH3:14])=[C:4]([O:11][CH3:12])[C:5]([Cl:10])=[C:6]([CH:9]=1)[CH:7]=[O:8]. (4) Given the reactants [CH3:1][O:2][C:3]1[CH:4]=[C:5]([S:9][CH2:10][C@@H:11]2[C@:20]3([CH3:21])[C@H:15]([C:16]([CH3:23])([CH3:22])[CH2:17][CH2:18][CH2:19]3)[CH2:14][CH2:13][C@@:12]2([CH3:25])O)[CH:6]=[CH:7][CH:8]=1.Cl[Sn](Cl)(Cl)Cl, predict the reaction product. The product is: [CH3:1][O:2][C:3]1[CH:4]=[C:5]2[C:6]([C@@:12]3([CH3:25])[C@H:11]([CH2:10][S:9]2)[C@:20]2([CH3:21])[C@H:15]([C:16]([CH3:23])([CH3:22])[CH2:17][CH2:18][CH2:19]2)[CH2:14][CH2:13]3)=[CH:7][CH:8]=1.